Dataset: Full USPTO retrosynthesis dataset with 1.9M reactions from patents (1976-2016). Task: Predict the reactants needed to synthesize the given product. (1) Given the product [Br:21][C:18]1[CH:17]=[N:16][C:15]([NH:14][C@@H:10]2[CH2:11][CH2:12][CH2:13][NH:8][CH2:9]2)=[N:20][CH:19]=1, predict the reactants needed to synthesize it. The reactants are: C(OC([N:8]1[CH2:13][CH2:12][CH2:11][C@@H:10]([NH:14][C:15]2[N:20]=[CH:19][C:18]([Br:21])=[CH:17][N:16]=2)[CH2:9]1)=O)(C)(C)C.C(O)(C(F)(F)F)=O. (2) Given the product [CH3:1][CH:2]([CH:7]1[CH2:13][CH2:12][CH2:11][CH2:10][CH:8]1[NH2:9])[CH2:3][CH:4]([CH3:5])[CH3:6], predict the reactants needed to synthesize it. The reactants are: [CH3:1][CH:2]([C:7]1[CH:13]=[CH:12][CH:11]=[CH:10][C:8]=1[NH2:9])[CH2:3][CH:4]([CH3:6])[CH3:5].[H][H]. (3) Given the product [S:15]1[CH:16]=[C:12]([C:5]2[CH:6]=[CH:7][C:2]([OH:1])=[CH:3][CH:4]=2)[N:13]=[CH:14]1, predict the reactants needed to synthesize it. The reactants are: [OH:1][C:2]1[CH:7]=[CH:6][C:5](B(O)O)=[CH:4][CH:3]=1.Br[C:12]1[N:13]=[CH:14][S:15][CH:16]=1.C(=O)([O-])[O-].[K+].[K+]. (4) The reactants are: [N:1]([C:8]([O:10][CH2:11][CH3:12])=[O:9])=[N:1][C:8]([O:10][CH2:11][CH3:12])=[O:9].[OH:13][N:14]1[C:18](=[O:19])[C:17]2=[CH:20][CH:21]=[CH:22][CH:23]=[C:16]2[C:15]1=[O:24].[C:25]1(P([C:25]2[CH:30]=[CH:29]C=[CH:27][CH:26]=2)[C:25]2[CH:30]=[CH:29]C=[CH:27][CH:26]=2)[CH:30]=[CH:29]C=[CH:27][CH:26]=1.O1CC[CH2:46][CH2:45]1. Given the product [O:19]=[C:18]1[C:17]2[C:16](=[CH:23][CH:22]=[CH:21][CH:20]=2)[C:15](=[O:24])[N:14]1[O:13][CH2:45][CH2:46][NH:1][C:8]([O:10][CH2:11][C:12]1[CH:29]=[CH:30][CH:25]=[CH:26][CH:27]=1)=[O:9], predict the reactants needed to synthesize it. (5) Given the product [C:12]([CH2:1][NH:2][C:3]1[CH:11]=[CH:10][C:6]([C:7]([OH:9])=[O:8])=[CH:5][N:4]=1)(=[O:14])[CH3:13], predict the reactants needed to synthesize it. The reactants are: [CH3:1][NH:2][C:3]1[CH:11]=[CH:10][C:6]([C:7]([OH:9])=[O:8])=[CH:5][N:4]=1.[C:12](OC(=O)C)(=[O:14])[CH3:13]. (6) Given the product [Cl:22][C:23]1[N:24]=[C:25]([N:34]2[CH2:35][CH2:36][O:37][CH2:38][CH2:39]2)[C:26]2[S:31][C:16]([CH2:15][N:17]3[CH2:20][CH2:21][CH:3]([CH2:4][CH:5]4[CH2:6][CH2:7][CH2:51][C:50]4=[O:52])[CH2:19][CH2:18]3)=[CH:29][C:27]=2[N:28]=1, predict the reactants needed to synthesize it. The reactants are: Cl.N1[CH2:7][CH2:6][CH:5](CN2CCCC2=O)[CH2:4][CH2:3]1.[CH2:15]([N:17]([CH2:20][CH3:21])[CH2:18][CH3:19])[CH3:16].[Cl:22][C:23]1[N:24]=[C:25]([N:34]2[CH2:39][CH2:38][O:37][CH2:36][CH2:35]2)[C:26]2[S:31]C(C=O)=[CH:29][C:27]=2[N:28]=1.C(O[BH-](O[C:50](=[O:52])[CH3:51])OC(=O)C)(=O)C.[Na+]. (7) Given the product [F:1][C:2]1[CH:10]=[CH:9][CH:8]=[C:7]2[C:3]=1[CH2:4][CH2:5][N:6]2[C:11]([O:13][C:14]([CH3:17])([CH3:16])[CH3:15])=[O:12], predict the reactants needed to synthesize it. The reactants are: [F:1][C:2]1[CH:10]=[CH:9][CH:8]=[C:7]2[C:3]=1[CH2:4][CH2:5][NH:6]2.[C:11](O[C:11]([O:13][C:14]([CH3:17])([CH3:16])[CH3:15])=[O:12])([O:13][C:14]([CH3:17])([CH3:16])[CH3:15])=[O:12].C(N(C(C)C)CC)(C)C.